Dataset: Aqueous solubility values for 9,982 compounds from the AqSolDB database. Task: Regression/Classification. Given a drug SMILES string, predict its absorption, distribution, metabolism, or excretion properties. Task type varies by dataset: regression for continuous measurements (e.g., permeability, clearance, half-life) or binary classification for categorical outcomes (e.g., BBB penetration, CYP inhibition). For this dataset (solubility_aqsoldb), we predict Y. (1) The compound is O=C1OC2(c3ccc(O)cc3Oc3cc(O)ccc32)c2ccccc21. The Y is -3.82 log mol/L. (2) The drug is COc1ccc2c(c1)c(CC(=O)O)c(C)n2C(=O)/C=C/c1ccccc1. The Y is -5.54 log mol/L. (3) The molecule is CCC(CC)O[N+](=O)[O-]. The Y is -2.45 log mol/L. (4) The compound is Br/C=C/Br. The Y is -1.74 log mol/L. (5) The drug is CCCCCCCCCCSC(=N)N. The Y is -2.71 log mol/L. (6) The compound is Cn1c(=O)cnc2cncnc21. The Y is -0.920 log mol/L. (7) The compound is CC1(C#N)CCCC1=O. The Y is 0.909 log mol/L. (8) The molecule is CC(=O)OCC(C)C. The Y is -1.27 log mol/L. (9) The compound is O=c1occo1. The Y is 0.777 log mol/L.